Task: Predict the product of the given reaction.. Dataset: Forward reaction prediction with 1.9M reactions from USPTO patents (1976-2016) (1) Given the reactants [CH2:1]([O:3][C:4](=[O:20])[C:5]([O:8][C:9]1[CH:14]=[CH:13][C:12]([O:15][CH2:16][CH2:17][NH2:18])=[CH:11][C:10]=1[CH3:19])([CH3:7])[CH3:6])[CH3:2].[CH3:21][C:22]1[N:30]=[C:29]([C:31]2[CH:36]=[CH:35][C:34]([C:37]([F:40])([F:39])[F:38])=[CH:33][CH:32]=2)[CH:28]=[CH:27][C:23]=1[C:24](O)=[O:25], predict the reaction product. The product is: [CH2:1]([O:3][C:4](=[O:20])[C:5]([CH3:6])([O:8][C:9]1[CH:14]=[CH:13][C:12]([O:15][CH2:16][CH2:17][NH:18][C:24]([C:23]2[C:22]([CH3:21])=[N:30][C:29]([C:31]3[CH:36]=[CH:35][C:34]([C:37]([F:40])([F:38])[F:39])=[CH:33][CH:32]=3)=[CH:28][CH:27]=2)=[O:25])=[CH:11][C:10]=1[CH3:19])[CH3:7])[CH3:2]. (2) Given the reactants [F:1][C:2]1[CH:3]=[C:4]([CH:18]=[C:19]([F:21])[CH:20]=1)[O:5][C:6]1[CH:7]=[CH:8][C:9]2[N:13]=[C:12]([CH2:14][OH:15])[N:11]([CH3:16])[C:10]=2[CH:17]=1.O[C:23]1[CH:24]=[C:25]([CH:30]=[CH:31][CH:32]=1)[C:26]([O:28][CH3:29])=[O:27].C(P(CCCC)CCCC)CCC.N(C(N1CCCCC1)=O)=NC(N1CCCCC1)=O, predict the reaction product. The product is: [F:1][C:2]1[CH:3]=[C:4]([CH:18]=[C:19]([F:21])[CH:20]=1)[O:5][C:6]1[CH:7]=[CH:8][C:9]2[N:13]=[C:12]([CH2:14][O:15][C:23]3[CH:24]=[C:25]([CH:30]=[CH:31][CH:32]=3)[C:26]([O:28][CH3:29])=[O:27])[N:11]([CH3:16])[C:10]=2[CH:17]=1. (3) Given the reactants C(OC1C(C(OC)=O)=[N:12][C:13]([C@@H:17]2[CH2:21][C:20]([F:23])([F:22])[CH2:19][N:18]2[C:24]([O:26][CH2:27][C:28]2[CH:33]=[CH:32][CH:31]=[CH:30][CH:29]=2)=[O:25])=NC=1O)(=O)C1C=CC=CC=1.[H-].[Li+].S(OC)(OC)(=O)=O.C(O)(=O)C, predict the reaction product. The product is: [CH2:27]([O:26][C:24]([N:18]1[CH2:19][C:20]([F:23])([F:22])[CH2:21][C@H:17]1[C:13]#[N:12])=[O:25])[C:28]1[CH:33]=[CH:32][CH:31]=[CH:30][CH:29]=1. (4) Given the reactants [Cl:1][C:2]1[CH:10]=[C:9]([C:11]([NH:13][CH:14]([C:16]2[NH:20][C:19]3[CH:21]=[CH:22][C:23]([Cl:25])=[CH:24][C:18]=3[N:17]=2)[CH3:15])=[O:12])[CH:8]=[CH:7][C:3]=1[C:4]([OH:6])=O.[NH2:26][CH2:27][CH:28]1[CH2:33][CH2:32][CH2:31][CH2:30][NH:29]1.C(N(C(C)C)CC)(C)C.ClCl, predict the reaction product. The product is: [NH2:26][CH2:27][CH:28]1[CH2:33][CH2:32][CH2:31][CH2:30][N:29]1[C:4]([C:3]1[CH:7]=[CH:8][C:9]([C:11]([NH:13][CH:14]([C:16]2[NH:20][C:19]3[CH:21]=[CH:22][C:23]([Cl:25])=[CH:24][C:18]=3[N:17]=2)[CH3:15])=[O:12])=[CH:10][C:2]=1[Cl:1])=[O:6]. (5) Given the reactants [CH2:1]([C:3]1[CH:4]=[C:5]([O:18][CH2:19][CH2:20][CH2:21][C:22]([O:24][CH2:25][CH3:26])=[O:23])[CH:6]=[CH:7][C:8]=1B1OC(C)(C)C(C)(C)O1)[CH3:2].[Br:27][C:28]1[N:32]=[C:31](Cl)[S:30][N:29]=1.P([O-])([O-])([O-])=O.[K+].[K+].[K+], predict the reaction product. The product is: [Br:27][C:28]1[N:32]=[C:31]([C:8]2[CH:7]=[CH:6][C:5]([O:18][CH2:19][CH2:20][CH2:21][C:22]([O:24][CH2:25][CH3:26])=[O:23])=[CH:4][C:3]=2[CH2:1][CH3:2])[S:30][N:29]=1. (6) Given the reactants [N:1]1[CH:6]=[CH:5][N:4]=[CH:3][C:2]=1[C:7](Cl)=[O:8].[NH2:10][CH:11]1[C:16](=[O:17])[N:15]2[CH:18]([CH2:26][C:27]3[CH:32]=[CH:31][C:30]([Cl:33])=[CH:29][CH:28]=3)[C:19](=[O:25])[N:20]([CH:22]([CH3:24])[CH3:23])[CH2:21][CH:14]2[N:13]([S:34]([C:37]2[CH:42]=[CH:41][C:40]([Cl:43])=[CH:39][C:38]=2[Cl:44])(=[O:36])=[O:35])[CH2:12]1, predict the reaction product. The product is: [Cl:33][C:30]1[CH:31]=[CH:32][C:27]([CH2:26][CH:18]2[N:15]3[C:16](=[O:17])[CH:11]([NH:10][C:7]([C:2]4[CH:3]=[N:4][CH:5]=[CH:6][N:1]=4)=[O:8])[CH2:12][N:13]([S:34]([C:37]4[CH:42]=[CH:41][C:40]([Cl:43])=[CH:39][C:38]=4[Cl:44])(=[O:36])=[O:35])[CH:14]3[CH2:21][N:20]([CH:22]([CH3:24])[CH3:23])[C:19]2=[O:25])=[CH:28][CH:29]=1.